This data is from Reaction yield outcomes from USPTO patents with 853,638 reactions. The task is: Predict the reaction yield, written as a fraction of the theoretical maximum amount of product (1.0 means a 100% yield; for example, 0.34 means a 34% yield). The reactants are C1C=C(Cl)C=C(C(OO)=O)C=1.[Cl:12][C:13]1[CH:18]=[CH:17][CH:16]=[C:15]([Cl:19])[C:14]=1[N:20]1[CH:31]=[C:30]([C:32]2[CH:33]=[N:34][CH:35]=[CH:36][CH:37]=2)[C:23]2[N:24]=[C:25](SC)[N:26]=[CH:27][C:22]=2[C:21]1=[O:38].CCN(C(C)C)C(C)C.[NH2:48][C:49]1[CH:54]=[CH:53][C:52]([N:55]2[CH2:60][CH2:59][N:58]([C:61]([O:63][C:64]([CH3:67])([CH3:66])[CH3:65])=[O:62])[CH2:57][CH2:56]2)=[CH:51][CH:50]=1. The catalyst is C(Cl)Cl.C1(C)C=CC=CC=1. The product is [Cl:12][C:13]1[CH:18]=[CH:17][CH:16]=[C:15]([Cl:19])[C:14]=1[N:20]1[CH:31]=[C:30]([C:32]2[CH:33]=[N:34][CH:35]=[CH:36][CH:37]=2)[C:23]2[N:24]=[C:25]([NH:48][C:49]3[CH:54]=[CH:53][C:52]([N:55]4[CH2:60][CH2:59][N:58]([C:61]([O:63][C:64]([CH3:67])([CH3:66])[CH3:65])=[O:62])[CH2:57][CH2:56]4)=[CH:51][CH:50]=3)[N:26]=[CH:27][C:22]=2[C:21]1=[O:38]. The yield is 0.400.